From a dataset of Catalyst prediction with 721,799 reactions and 888 catalyst types from USPTO. Predict which catalyst facilitates the given reaction. (1) Reactant: [CH:1]([N:4]1[CH2:9][CH2:8][N:7]([C:10]([C@H:12]2[CH2:17][CH2:16][C@H:15]([O:18][C:19]3[CH:28]=[CH:27][C:22]([C:23]([NH:25][NH2:26])=[O:24])=[CH:21][CH:20]=3)[CH2:14][CH2:13]2)=[O:11])[CH2:6][CH2:5]1)([CH3:3])[CH3:2].[F:29][C:30]([F:41])([F:40])[C:31](O[C:31](=O)[C:30]([F:41])([F:40])[F:29])=O.C(N(CC)CC)C.S(Cl)(Cl)=O. Product: [CH:1]([N:4]1[CH2:9][CH2:8][N:7]([C:10]([C@H:12]2[CH2:17][CH2:16][C@H:15]([O:18][C:19]3[CH:20]=[CH:21][C:22]([C:23]4[O:24][C:31]([C:30]([F:41])([F:40])[F:29])=[N:26][N:25]=4)=[CH:27][CH:28]=3)[CH2:14][CH2:13]2)=[O:11])[CH2:6][CH2:5]1)([CH3:3])[CH3:2]. The catalyst class is: 317. (2) Reactant: [C:9](O[C:9]([O:11][C:12]([CH3:15])([CH3:14])[CH3:13])=[O:10])([O:11][C:12]([CH3:15])([CH3:14])[CH3:13])=[O:10].[CH3:16][N:17]([CH3:35])[C:18]1([C:29]2[S:30][C:31]([F:34])=[CH:32][CH:33]=2)[CH2:28][CH2:27][C:21]2([CH2:25][NH:24][C:23](=[O:26])[CH2:22]2)[CH2:20][CH2:19]1.O1CCCC1. Product: [C:12]([O:11][C:9]([N:24]1[C:23](=[O:26])[CH2:22][C:21]2([CH2:27][CH2:28][C:18]([N:17]([CH3:35])[CH3:16])([C:29]3[S:30][C:31]([F:34])=[CH:32][CH:33]=3)[CH2:19][CH2:20]2)[CH2:25]1)=[O:10])([CH3:13])([CH3:14])[CH3:15]. The catalyst class is: 594. (3) Reactant: Cl[C:2]1[C:11]([CH3:12])=[C:10]([Cl:13])[C:9]2[C:4](=[CH:5][N:6]=[CH:7][CH:8]=2)[N:3]=1.[F:14][C:15]1[CH:16]=[C:17](B(O)O)[CH:18]=[N:19][CH:20]=1.C(=O)([O-])[O-].[Na+].[Na+]. Product: [Cl:13][C:10]1[C:9]2[C:4](=[CH:5][N:6]=[CH:7][CH:8]=2)[N:3]=[C:2]([C:17]2[CH:18]=[N:19][CH:20]=[C:15]([F:14])[CH:16]=2)[C:11]=1[CH3:12]. The catalyst class is: 73. (4) Reactant: Cl[CH2:2][C:3]1[O:7][N:6]=[C:5]([C:8]2[CH:13]=[CH:12][C:11]([Cl:14])=[CH:10][CH:9]=2)[N:4]=1.[OH:15][C:16]1[CH:42]=[CH:41][C:19]([C:20]([C:22]2[CH:38]=[CH:37][C:36]([O:39][CH3:40])=[CH:35][C:23]=2[O:24][C:25]([CH3:34])([CH3:33])[C:26]([O:28]C(C)(C)C)=[O:27])=[O:21])=[CH:18][CH:17]=1.C(=O)([O-])[O-].[K+].[K+].CN(C)C=O. Product: [CH3:40][O:39][C:36]1[CH:37]=[CH:38][C:22]([C:20](=[O:21])[C:19]2[CH:18]=[CH:17][C:16]([O:15][CH2:2][C:3]3[O:7][N:6]=[C:5]([C:8]4[CH:13]=[CH:12][C:11]([Cl:14])=[CH:10][CH:9]=4)[N:4]=3)=[CH:42][CH:41]=2)=[C:23]([CH:35]=1)[O:24][C:25]([CH3:34])([CH3:33])[C:26]([OH:28])=[O:27]. The catalyst class is: 6. (5) Reactant: [CH:1]1[CH:2]=[C:3]2[C:8]3=[C:9]([C:11]([O:13][C:14](=[O:15])[C:7]3=[CH:6][CH:5]=[CH:4]2)=[O:12])[CH:10]=1.[N+:16]([O-])([OH:18])=[O:17]. Product: [CH:1]1[CH:10]=[C:9]2[C:11]([O:13][C:14](=[O:15])[C:7]3=[C:8]2[C:3](=[CH:4][C:5]([N+:16]([O-:18])=[O:17])=[CH:6]3)[CH:2]=1)=[O:12]. The catalyst class is: 82. (6) Reactant: C[O:2][C:3](=O)[CH2:4][C@H:5]([OH:12])[CH2:6][CH2:7][CH:8]=[C:9]([CH3:11])[CH3:10].CCOCC.[H-].[H-].[H-].[H-].[Li+].[Al+3].[OH-].[Na+]. Product: [CH3:10][C:9]([CH3:11])=[CH:8][CH2:7][CH2:6][C@@H:5]([OH:12])[CH2:4][CH2:3][OH:2]. The catalyst class is: 6. (7) Reactant: [C:17]1(=[O:22])N(C2C(=O)OC3C(C=2)=CC(N2[C:20](=[O:21])[CH:19]=[CH:18][C:17]2=[O:22])=CC=3)[C:20](=[O:21])[CH:19]=[CH:18]1.[NH2:26][C:27]1[CH:28]=[C:29]2[C:34](=[CH:35][CH:36]=1)[O:33][C:32](=[O:37])[C:31]([C:38]1[CH:43]=[CH:42][C:41]([NH2:44])=[CH:40][CH:39]=1)=[CH:30]2.[C:45]1(=O)[O:50][C:48](=[O:49])[CH:47]=[CH:46]1.C(OC(=O)C)(=O)C.C([O-])(=O)C.[Na+]. Product: [C:20]1(=[O:21])[N:26]([C:27]2[CH:28]=[C:29]3[C:34](=[CH:35][CH:36]=2)[O:33][C:32](=[O:37])[C:31]([C:38]2[CH:43]=[CH:42][C:41]([N:44]4[C:48](=[O:49])[CH:47]=[CH:46][C:45]4=[O:50])=[CH:40][CH:39]=2)=[CH:30]3)[C:17](=[O:22])[CH:18]=[CH:19]1. The catalyst class is: 22. (8) Reactant: [F:1][C:2]1[CH:28]=[CH:27][CH:26]=[CH:25][C:3]=1[O:4][C:5]1[N:6]=[CH:7][C:8]2[N:13]=[C:12]([C:14]3[CH:19]=[CH:18][C:17](/[CH:20]=[CH:21]/[C:22](O)=[O:23])=[CH:16][CH:15]=3)[O:11][C:9]=2[N:10]=1.Cl.C(N=C=NCCCN(C)C)C.ON1C2N=CC=CC=2N=N1.C(N(CC)C(C)C)(C)C.[C:60]([O:64][C:65](=[O:71])[C@@H:66]1[CH2:70][CH2:69][CH2:68][NH:67]1)([CH3:63])([CH3:62])[CH3:61].Cl. Product: [C:60]([O:64][C:65]([C@@H:66]1[CH2:70][CH2:69][CH2:68][N:67]1[C:22](=[O:23])/[CH:21]=[CH:20]/[C:17]1[CH:18]=[CH:19][C:14]([C:12]2[O:11][C:9]3[N:10]=[C:5]([O:4][C:3]4[CH:25]=[CH:26][CH:27]=[CH:28][C:2]=4[F:1])[N:6]=[CH:7][C:8]=3[N:13]=2)=[CH:15][CH:16]=1)=[O:71])([CH3:63])([CH3:61])[CH3:62]. The catalyst class is: 35.